Dataset: Reaction yield outcomes from USPTO patents with 853,638 reactions. Task: Predict the reaction yield, written as a fraction of the theoretical maximum amount of product (1.0 means a 100% yield; for example, 0.34 means a 34% yield). (1) The reactants are [C:1]([C:5]1[S:9]/[C:8](=[N:10]\[C:11](=S)[C:12]2[CH:17]=[C:16]([C:18]([F:21])([F:20])[F:19])[CH:15]=[CH:14][C:13]=2[O:22][CH2:23][CH3:24])/[N:7]([CH2:26][C@H:27]2[CH2:31][CH2:30][CH2:29][O:28]2)[CH:6]=1)([CH3:4])([CH3:3])[CH3:2].C(N(CC)CC)C.[N:39]#[C:40][NH2:41]. The catalyst is C(#N)C.[Hg](OC(C)=O)OC(C)=O. The product is [C:1]([C:5]1[S:9]/[C:8](=[N:10]\[C:11]([C:12]2[CH:17]=[C:16]([C:18]([F:21])([F:20])[F:19])[CH:15]=[CH:14][C:13]=2[O:22][CH2:23][CH3:24])=[N:41][C:40]#[N:39])/[N:7]([CH2:26][C@H:27]2[CH2:31][CH2:30][CH2:29][O:28]2)[CH:6]=1)([CH3:4])([CH3:3])[CH3:2]. The yield is 0.850. (2) The reactants are [CH2:1]([O:4][C:5]1([CH3:45])[CH2:10][CH2:9][N:8]([C:11]2[C:12]3[N:13]([N:28]=[C:29]([C:31]4[CH:32]=[C:33]([C:37]5[CH:42]=[C:41]([F:43])[CH:40]=[CH:39][C:38]=5[OH:44])[CH:34]=[CH:35][CH:36]=4)[CH:30]=3)[CH:14]=[C:15]([CH3:27])[C:16]=2[C@H:17]([O:22][C:23]([CH3:26])([CH3:25])[CH3:24])[C:18]([O:20][CH3:21])=[O:19])[CH2:7][CH2:6]1)[CH:2]=[CH2:3].[CH3:46][C@@H:47](O)[CH2:48][CH:49]=[CH2:50].C1C=CC(P(C2C=CC=CC=2)C2C=CC=CC=2)=CC=1.CCOC(/N=N/C(OCC)=O)=O. The catalyst is C1COCC1.O. The product is [CH2:1]([O:4][C:5]1([CH3:45])[CH2:6][CH2:7][N:8]([C:11]2[C:12]3[N:13]([N:28]=[C:29]([C:31]4[CH:32]=[C:33]([C:37]5[CH:42]=[C:41]([F:43])[CH:40]=[CH:39][C:38]=5[O:44][C@H:49]([CH2:48][CH:47]=[CH2:46])[CH3:50])[CH:34]=[CH:35][CH:36]=4)[CH:30]=3)[CH:14]=[C:15]([CH3:27])[C:16]=2[C@H:17]([O:22][C:23]([CH3:25])([CH3:24])[CH3:26])[C:18]([O:20][CH3:21])=[O:19])[CH2:9][CH2:10]1)[CH:2]=[CH2:3]. The yield is 0.745.